Dataset: NCI-60 drug combinations with 297,098 pairs across 59 cell lines. Task: Regression. Given two drug SMILES strings and cell line genomic features, predict the synergy score measuring deviation from expected non-interaction effect. Drug 1: CN(C)C1=NC(=NC(=N1)N(C)C)N(C)C. Cell line: NCI-H226. Synergy scores: CSS=0.298, Synergy_ZIP=0.831, Synergy_Bliss=2.52, Synergy_Loewe=0.869, Synergy_HSA=0.975. Drug 2: COC1=NC(=NC2=C1N=CN2C3C(C(C(O3)CO)O)O)N.